From a dataset of Full USPTO retrosynthesis dataset with 1.9M reactions from patents (1976-2016). Predict the reactants needed to synthesize the given product. (1) Given the product [CH2:1]([C:7]1[CH:8]=[CH:9][CH:10]=[C:11]2[C:16]=1[N:15]=[C:14]([C:17]([O-:19])=[O:18])[CH:13]=[C:12]2[OH:20])[CH2:2][CH2:3][CH2:4][CH2:5][CH3:6].[Na+:22], predict the reactants needed to synthesize it. The reactants are: [CH2:1]([C:7]1[CH:8]=[CH:9][CH:10]=[C:11]2[C:16]=1[N:15]=[C:14]([C:17]([OH:19])=[O:18])[CH:13]=[C:12]2[OH:20])[CH2:2][CH2:3][CH2:4][CH2:5][CH3:6].[OH-].[Na+:22]. (2) Given the product [CH2:16]([O:23][CH2:24][CH2:25][C:26]1[O:28][C:10](=[O:11])[C:9]([C:2]2[C:3]([CH3:8])=[CH:4][C:5]([CH3:7])=[CH:6][C:1]=2[CH3:15])=[C:13]([OH:14])[CH:27]=1)[C:17]1[CH:22]=[CH:21][CH:20]=[CH:19][CH:18]=1, predict the reactants needed to synthesize it. The reactants are: [C:1]1([CH3:15])[CH:6]=[C:5]([CH3:7])[CH:4]=[C:3]([CH3:8])[C:2]=1[C:9](=[C:13]=[O:14])[C:10](Cl)=[O:11].[CH2:16]([O:23][CH2:24][CH2:25][C:26]([O:28][Si](C)(C)C)=[CH2:27])[C:17]1[CH:22]=[CH:21][CH:20]=[CH:19][CH:18]=1.